This data is from Full USPTO retrosynthesis dataset with 1.9M reactions from patents (1976-2016). The task is: Predict the reactants needed to synthesize the given product. (1) Given the product [OH:1][CH2:2][C@H:3]([N:5]1[C:13](=[O:14])[N:12]([CH3:26])[C:11]2[C:6]1=[N:7][C:8]([C:15]1[CH:16]=[N:17][N:18]3[CH:23]=[CH:22][C:21]([C:24]#[N:25])=[CH:20][C:19]=13)=[N:9][CH:10]=2)[CH3:4], predict the reactants needed to synthesize it. The reactants are: [OH:1][CH2:2][C@H:3]([N:5]1[C:13](=[O:14])[NH:12][C:11]2[C:6]1=[N:7][C:8]([C:15]1[CH:16]=[N:17][N:18]3[CH:23]=[CH:22][C:21]([C:24]#[N:25])=[CH:20][C:19]=13)=[N:9][CH:10]=2)[CH3:4].[CH3:26]N(C=O)C.CI. (2) Given the product [C:18]([C:15]1[CH:14]=[CH:13][C:12]([CH2:11][N:7]2[C:8]3[C:4](=[CH:3][C:2]([Cl:1])=[CH:10][CH:9]=3)[C:5]([C:22](=[O:29])[CH:23]=[C:24]([OH:28])[C:25]([OH:27])=[O:26])=[CH:6]2)=[CH:17][CH:16]=1)([OH:20])=[O:19], predict the reactants needed to synthesize it. The reactants are: [Cl:1][C:2]1[CH:3]=[C:4]2[C:8](=[CH:9][CH:10]=1)[N:7]([CH2:11][C:12]1[CH:17]=[CH:16][C:15]([C:18]([O:20]C)=[O:19])=[CH:14][CH:13]=1)[CH:6]=[C:5]2[C:22](=[O:29])[CH:23]=[C:24]([OH:28])[C:25]([OH:27])=[O:26].[Li+].[OH-]. (3) Given the product [CH:17]1([C:15]#[C:16][C:2]2[CH:7]=[CH:6][C:5]([S:8]([CH3:11])(=[O:10])=[O:9])=[CH:4][C:3]=2[NH2:12])[CH2:19][CH2:18]1, predict the reactants needed to synthesize it. The reactants are: Br[C:2]1[CH:7]=[CH:6][C:5]([S:8]([CH3:11])(=[O:10])=[O:9])=[CH:4][C:3]=1[N+:12]([O-])=O.[C:15]([CH:17]1[CH2:19][CH2:18]1)#[CH:16].C([O-])([O-])=O.[K+].[K+].CC(=O)OCC. (4) The reactants are: Cl.[CH3:2][O:3][C:4]1[CH:5]=[C:6]2[C:11](=[C:12]([N:14]3[CH2:20][CH2:19][CH2:18][N:17]([CH3:21])[CH2:16][CH2:15]3)[CH:13]=1)[O:10][C:9]([C:22](O)=[O:23])=[CH:8][C:7]2=[O:25].[O:26]1[CH2:31][CH2:30][N:29]([C:32]2[CH:38]=[CH:37][C:35]([NH2:36])=[CH:34][CH:33]=2)[CH2:28][CH2:27]1.CN(C(ON1N=NC2C=CC=CC1=2)=[N+](C)C)C.[B-](F)(F)(F)F.C1C=CC2N(O)N=NC=2C=1. Given the product [N:29]1([C:32]2[CH:33]=[CH:34][C:35]([NH:36][C:22]([C:9]3[O:10][C:11]4[C:6]([C:7](=[O:25])[CH:8]=3)=[CH:5][C:4]([O:3][CH3:2])=[CH:13][C:12]=4[N:14]3[CH2:20][CH2:19][CH2:18][N:17]([CH3:21])[CH2:16][CH2:15]3)=[O:23])=[CH:37][CH:38]=2)[CH2:28][CH2:27][O:26][CH2:31][CH2:30]1, predict the reactants needed to synthesize it. (5) Given the product [Br:2][C:3]1[C:4]([C@@H:9]([NH:19][C:31](=[O:32])[CH2:30][C:24]2[C:23]3[C:27](=[CH:28][CH:29]=[C:21]([OH:20])[CH:22]=3)[NH:26][CH:25]=2)[CH2:10][C:11]2[CH:12]=[C:13]([F:18])[CH:14]=[C:15]([F:17])[CH:16]=2)=[N:5][CH:6]=[CH:7][CH:8]=1, predict the reactants needed to synthesize it. The reactants are: Cl.[Br:2][C:3]1[C:4]([C@@H:9]([NH2:19])[CH2:10][C:11]2[CH:16]=[C:15]([F:17])[CH:14]=[C:13]([F:18])[CH:12]=2)=[N:5][CH:6]=[CH:7][CH:8]=1.[OH:20][C:21]1[CH:22]=[C:23]2[C:27](=[CH:28][CH:29]=1)[NH:26][CH:25]=[C:24]2[CH2:30][C:31](O)=[O:32]. (6) The reactants are: [CH3:1][CH:2]([CH3:23])[CH2:3][CH:4]([C:6]1[CH:11]=[CH:10][C:9]([C:12]2[CH:17]=[CH:16][C:15]([C:18]([F:21])([F:20])[F:19])=[CH:14][CH:13]=2)=[C:8]([CH3:22])[CH:7]=1)[NH2:5].F[C:25]1[CH:34]=[CH:33][C:28]([C:29]([O:31][CH3:32])=[O:30])=[CH:27][N:26]=1.C(=O)([O-])[O-].[K+].[K+]. Given the product [CH3:1][CH:2]([CH3:23])[CH2:3][CH:4]([NH:5][C:25]1[CH:34]=[CH:33][C:28]([C:29]([O:31][CH3:32])=[O:30])=[CH:27][N:26]=1)[C:6]1[CH:11]=[CH:10][C:9]([C:12]2[CH:17]=[CH:16][C:15]([C:18]([F:19])([F:20])[F:21])=[CH:14][CH:13]=2)=[C:8]([CH3:22])[CH:7]=1, predict the reactants needed to synthesize it.